Task: Predict which catalyst facilitates the given reaction.. Dataset: Catalyst prediction with 721,799 reactions and 888 catalyst types from USPTO (1) Reactant: [F:1][C:2]1[CH:3]=[CH:4][C:5]2[O:9][C:8]([C:10]([OH:12])=O)=[C:7]([CH3:13])[C:6]=2[CH:14]=1.C(N(C(C)C)CC)(C)C.CN(C(ON1N=NC2C=CC=NC1=2)=[N+](C)C)C.F[P-](F)(F)(F)(F)F.[CH3:48][O:49][C:50](=[O:68])[CH2:51][C:52]1[C:53]([CH3:67])=[N:54][N:55]([CH2:58][C:59]2[CH:64]=[CH:63][C:62]([NH2:65])=[CH:61][C:60]=2[F:66])[C:56]=1[CH3:57]. Product: [CH3:48][O:49][C:50](=[O:68])[CH2:51][C:52]1[C:53]([CH3:67])=[N:54][N:55]([CH2:58][C:59]2[CH:64]=[CH:63][C:62]([NH:65][C:10]([C:8]3[O:9][C:5]4[CH:4]=[CH:3][C:2]([F:1])=[CH:14][C:6]=4[C:7]=3[CH3:13])=[O:12])=[CH:61][C:60]=2[F:66])[C:56]=1[CH3:57]. The catalyst class is: 255. (2) Reactant: [C:1]([C:3]1[CH:4]=[C:5]([CH:36]=[CH:37][CH:38]=1)[CH2:6][N:7]([C:29]1[CH:34]=[CH:33][C:32]([OH:35])=[CH:31][CH:30]=1)[CH:8]1[CH2:13][CH2:12][N:11]([CH:14]([CH3:28])[CH2:15][CH2:16][NH:17][C:18](=[O:27])[C:19]2[C:24]([CH3:25])=[CH:23][CH:22]=[CH:21][C:20]=2[CH3:26])[CH2:10][CH2:9]1)#[N:2].C([O-])([O-])=O.[K+].[K+].Br[CH2:46][C:47]([O:49][CH3:50])=[O:48]. Product: [CH3:50][O:49][C:47](=[O:48])[CH2:46][O:35][C:32]1[CH:33]=[CH:34][C:29]([N:7]([CH2:6][C:5]2[CH:36]=[CH:37][CH:38]=[C:3]([C:1]#[N:2])[CH:4]=2)[CH:8]2[CH2:13][CH2:12][N:11]([CH:14]([CH3:28])[CH2:15][CH2:16][NH:17][C:18](=[O:27])[C:19]3[C:24]([CH3:25])=[CH:23][CH:22]=[CH:21][C:20]=3[CH3:26])[CH2:10][CH2:9]2)=[CH:30][CH:31]=1. The catalyst class is: 3.